Dataset: CYP2D6 inhibition data for predicting drug metabolism from PubChem BioAssay. Task: Regression/Classification. Given a drug SMILES string, predict its absorption, distribution, metabolism, or excretion properties. Task type varies by dataset: regression for continuous measurements (e.g., permeability, clearance, half-life) or binary classification for categorical outcomes (e.g., BBB penetration, CYP inhibition). Dataset: cyp2d6_veith. (1) The molecule is C[C@H]1CCC/C=C\[C@@H]2C[C@H](OC(=O)CN(C)C)C[C@@H]2[C@@H](O)/C=C\C(=O)O1. The result is 0 (non-inhibitor). (2) The result is 0 (non-inhibitor). The compound is CC(C)(C)N1C(=O)[C@@H]2[C@@H](CC[C@@H]3C(=O)C[C@@H](O)[C@@H](O)[C@H]32)C1=O. (3) The drug is COC(=O)[C@@H]1[C@@H](O)CC[C@H]2CN3CCc4c([nH]c5ccccc45)[C@@H]3C[C@H]12. The result is 1 (inhibitor).